From a dataset of Peptide-MHC class I binding affinity with 185,985 pairs from IEDB/IMGT. Regression. Given a peptide amino acid sequence and an MHC pseudo amino acid sequence, predict their binding affinity value. This is MHC class I binding data. (1) The peptide sequence is SEYRHYNYSV. The MHC is H-2-Kk with pseudo-sequence H-2-Kk. The binding affinity (normalized) is 0.605. (2) The peptide sequence is RRRRRRAAL. The MHC is SLA-30401 with pseudo-sequence SLA-30401. The binding affinity (normalized) is 0.0847. (3) The peptide sequence is YMKKAEAPLL. The MHC is HLA-B08:01 with pseudo-sequence HLA-B08:01. The binding affinity (normalized) is 0.545.